Dataset: Choline transporter screen with 302,306 compounds. Task: Binary Classification. Given a drug SMILES string, predict its activity (active/inactive) in a high-throughput screening assay against a specified biological target. (1) The compound is S(=O)(=O)(N1CCOCC1)c1c(ccc(NC(=O)COC(=O)C2Oc3c(OC2)cccc3)c1)C. The result is 0 (inactive). (2) The molecule is Clc1ccc(C(=O)Cn2nc3sc4c(n3c(=O)c2=O)cccc4)cc1. The result is 0 (inactive). (3) The molecule is O=C(N1CCCC1)C1CCN(C2CCN(CC2)C(=O)c2oc3c(c2)cccc3)CC1. The result is 0 (inactive). (4) The molecule is Clc1c(CSCCNC(=O)/C=C\c2cc3OCOc3cc2)c(Cl)ccc1. The result is 0 (inactive). (5) The compound is O=c1n(c2nc(nc(c2[nH]1)C(=O)N)c1c(OC)c(OC)ccc1)c1ccccc1. The result is 0 (inactive). (6) The result is 0 (inactive). The compound is o1c2c(c(c1C)C(=O)N)cc(OC)cc2.